From a dataset of NCI-60 drug combinations with 297,098 pairs across 59 cell lines. Regression. Given two drug SMILES strings and cell line genomic features, predict the synergy score measuring deviation from expected non-interaction effect. (1) Drug 1: C1=CN(C=N1)CC(O)(P(=O)(O)O)P(=O)(O)O. Drug 2: CN(C(=O)NC(C=O)C(C(C(CO)O)O)O)N=O. Cell line: SW-620. Synergy scores: CSS=2.33, Synergy_ZIP=-3.33, Synergy_Bliss=0.0792, Synergy_Loewe=-0.0905, Synergy_HSA=0.567. (2) Drug 1: C1C(C(OC1N2C=C(C(=O)NC2=O)F)CO)O. Drug 2: CC1=C(C(=CC=C1)Cl)NC(=O)C2=CN=C(S2)NC3=CC(=NC(=N3)C)N4CCN(CC4)CCO. Cell line: UACC-257. Synergy scores: CSS=6.76, Synergy_ZIP=0.562, Synergy_Bliss=2.57, Synergy_Loewe=-4.62, Synergy_HSA=-2.53. (3) Drug 1: CC1=CC=C(C=C1)C2=CC(=NN2C3=CC=C(C=C3)S(=O)(=O)N)C(F)(F)F. Drug 2: C1=CN(C=N1)CC(O)(P(=O)(O)O)P(=O)(O)O. Cell line: NCIH23. Synergy scores: CSS=-1.71, Synergy_ZIP=0.994, Synergy_Bliss=2.84, Synergy_Loewe=-4.74, Synergy_HSA=-3.49. (4) Drug 1: CC(C)CN1C=NC2=C1C3=CC=CC=C3N=C2N. Drug 2: COCCOC1=C(C=C2C(=C1)C(=NC=N2)NC3=CC=CC(=C3)C#C)OCCOC.Cl. Cell line: A498. Synergy scores: CSS=-3.09, Synergy_ZIP=3.73, Synergy_Bliss=5.96, Synergy_Loewe=-10.4, Synergy_HSA=-8.73. (5) Drug 1: C1=CC(=CC=C1CCCC(=O)O)N(CCCl)CCCl. Synergy scores: CSS=50.6, Synergy_ZIP=3.11, Synergy_Bliss=6.78, Synergy_Loewe=10.8, Synergy_HSA=9.12. Cell line: HCT116. Drug 2: C1=CN(C=N1)CC(O)(P(=O)(O)O)P(=O)(O)O.